This data is from Experimentally validated miRNA-target interactions with 360,000+ pairs, plus equal number of negative samples. The task is: Binary Classification. Given a miRNA mature sequence and a target amino acid sequence, predict their likelihood of interaction. (1) The miRNA is mmu-miR-5617-5p with sequence GUAAGUGAGGGCAAGCCUUCUGG. The protein sequence of the target gene is MESAPAAPDPAASEPGSSGSEAAAGSRETPLTQDTGRKSEAPGAGRRQSYASSSRGISVTKKTHTSQIEIIPCKICGDKSSGIHYGVITCEGCKGFFRRSQQSNATYSCPRQKNCLIDRTSRNRCQHCRLQKCLAVGMSRDAVKFGRMSKKQRDSLYAEVQKHRMQQQQRDHQQQPGEAEPLTPTYNISANGLTELHDDLSTYMDGHTPEGSKADSAVSSFYLDIQPSPDQSGLDINGIKPEPICDYTPASGFFPYCSFTNGETSPTVSMAELEHLAQNISKSHLETCQYLREELQQITW.... Result: 0 (no interaction). (2) The miRNA is hsa-miR-4492 with sequence GGGGCUGGGCGCGCGCC. The protein sequence of the target gene is MRNPGGPGWASKRPLQKKQNTACLCAQQPARHFVPAPFNSSRQGKNTAQPTEPSLSSVIAPTLFCAFLYLACVTAELPEVSRRMATSGVRSKEGRREHAFVPEPFTGTNLAPSLWLHRFEVIDDLNHWDHATKLRFLKESLKGDALDVYNGLSSQAQGDFSFVKQALLRAFGAPGEAFSEPEEILFANSMGKGYYLKGKVGHVPVRFLVDSGAQVSVVHPALWEEVTDGDLDTLRPFNNVVKVANGAEMKILGVWDTEISLGKTKLKAEFLVANASAEEAIIGTDVLQDHNAVLDFEHRT.... Result: 0 (no interaction). (3) The miRNA is ath-miR167b with sequence UGAAGCUGCCAGCAUGAUCUA. The protein sequence of the target gene is MDEMATTQISKDELDELKEAFAKVDLNSNGFICDYELHELFKEANMPLPGYKVREIIQKLMLDGDRNKDGKISFDEFVYIFQEVKSSDIAKTFRKAINRKEGICALGGTSELSSEGTQHSYSEEEKYAFVNWINKALENDPDCRHVIPMNPNTDDLFKAVGDGIVLCKMINLSVPDTIDERAINKKKLTPFIIQENLNLALNSASAIGCHVVNIGAEDLRAGKPHLVLGLLWQIIKIGLFADIELSRNEALAALLRDGETLEELMKLSPEELLLRWANFHLENSGWQKINNFSADIKDSK.... Result: 0 (no interaction). (4) The miRNA is hsa-miR-423-5p with sequence UGAGGGGCAGAGAGCGAGACUUU. The protein sequence of the target gene is MIALFNKLLDWFKALFWKEEMELTLVGLQYSGKTTFVNVIASGQFNEDMIPTVGFNMRKITKGNVTIKLWDIGGQPRFRSMWERYCRGVSAIVYMVDAADQEKIEASKNELHNLLDKPQLQGIPVLVLGNKRDLPGALDEKELIEKMNLSAIQDREICCYSISCKEKDNIDITLQWLIQHSKSRRS. Result: 1 (interaction). (5) The miRNA is hsa-miR-155-5p with sequence UUAAUGCUAAUCGUGAUAGGGGUU. The protein sequence of the target gene is MTTAPRDSVVWKLAGLLRESGDAVLSGCSTLSLLTATLQQLNRVFELYLGPWGPGQTGFVALPSHPADSPVILQLQFLFDVLQKTLSLKLVHIPGVGLPGPIKIFPFKSLRQLELRGVPIHSLCGLRGIYSQLESLVCNRSIQALEELLSACGGDLCSALPWLALLSADFSYNALRSLDSSLRLLSALRFLNLSHNHLQDCKGFLMDLCELYHLDISYNHLRLVPRVGPSGAALGTLILRANELRSLQGLEQLKNLRHLDVAYNLLEGHTELAPLWLLAELRKLYLEGNPLWFHPAHRAA.... Result: 0 (no interaction). (6) The miRNA is mmu-miR-1962 with sequence AGAGGCUGGCACUGGGACACAU. The protein sequence of the target gene is MEYMAESTDRSPGHILCCECGVPISPNPANICVACLRSKVDISQGIPKQVSISFCKQCQRYFQPPGTWIQCALESRELLALCLKKIKAPLSKVRLVDAGFVWTEPHSKRLKVKLTIQKEVMNGAILQQVFVVDYVVQSQMCGDCHRVEAKDFWKAVIQVRQKTLHKKTFYYLEQLILKYGMHQNTLRIKEIHDGLDFYYSSKQHAQKMVEFLQCTVPCRYKASQRLISQDIHSNTYNYKSTFSVEIVPICKDNVVCLSPKLAQSLGNMNQICVCIRVTSAIHLIDPNTLQVADIDGSTFW.... Result: 0 (no interaction). (7) The miRNA is hsa-miR-485-5p with sequence AGAGGCUGGCCGUGAUGAAUUC. The protein sequence of the target gene is MKRKVVNTHKLRLSPNEEAFILKEDYERRRKLRLLQVREQERDIALQIREDIKQRRNQQFTRLAEELRAEWEESQTQKIQNLEKLYLASLRSMGEGHRQAKENEPDLDALAQRAAERKRKADLRHKEALKVQKNQKEILLKQKTWHIKARKEALLVEKERSAKITSLPPPPPTLFENIEVKRISAVKTNSSTYHHLHTFVNRETDTKRPDARLAAEEEAKRLEELQKQAAQERMERFEKAHVRGFQAMKKIHLAQNQEKLMKELKQLQQEDLARRRQTVAQMPPQLVELPYKRSEMKEDW.... Result: 0 (no interaction).